From a dataset of Peptide-MHC class I binding affinity with 185,985 pairs from IEDB/IMGT. Regression. Given a peptide amino acid sequence and an MHC pseudo amino acid sequence, predict their binding affinity value. This is MHC class I binding data. (1) The peptide sequence is LEARVNLSV. The MHC is HLA-A80:01 with pseudo-sequence HLA-A80:01. The binding affinity (normalized) is 0.0847. (2) The peptide sequence is TVWNRLIAR. The MHC is HLA-A11:01 with pseudo-sequence HLA-A11:01. The binding affinity (normalized) is 0.677. (3) The peptide sequence is KEGFFTYLCG. The MHC is HLA-B40:02 with pseudo-sequence HLA-B40:02. The binding affinity (normalized) is 0.239. (4) The peptide sequence is KQYKFYNQI. The MHC is HLA-B15:03 with pseudo-sequence HLA-B15:03. The binding affinity (normalized) is 0.556. (5) The peptide sequence is QEQEGCYY. The MHC is Mamu-A11 with pseudo-sequence Mamu-A11. The binding affinity (normalized) is 0.